Dataset: Forward reaction prediction with 1.9M reactions from USPTO patents (1976-2016). Task: Predict the product of the given reaction. The product is: [F:24][C:22]1[CH:21]=[CH:20][C:18]2[N:19]=[C:15]([NH:14][C@H:10]3[CH2:11][CH2:12][CH2:13][C@@H:9]3[NH:8][C:6](=[O:7])[C:5]3[C:25]([CH3:26])=[CH:3][CH:2]=[CH:1][C:4]=3[CH3:28])[S:16][C:17]=2[CH:23]=1. Given the reactants [CH:1]1([C:4]2[CH:28]=C[CH:26]=[CH:25][C:5]=2[C:6]([NH:8][C@H:9]2[CH2:13][CH2:12][CH2:11][C@@H:10]2[NH:14][C:15]2[S:16][C:17]3[CH:23]=[C:22]([F:24])[CH:21]=[CH:20][C:18]=3[N:19]=2)=[O:7])[CH2:3][CH2:2]1.CC1C=CC=C(C)C=1C(Cl)=O.Cl.FC1C=CC2N=C(N[C@H]3CCC[C@@H]3N)SC=2C=1, predict the reaction product.